This data is from Full USPTO retrosynthesis dataset with 1.9M reactions from patents (1976-2016). The task is: Predict the reactants needed to synthesize the given product. (1) Given the product [F:36][C:23]1[CH:24]=[CH:25][C:20]([CH2:19][NH:18][C:13]2[N:12]=[C:11]([NH:30][CH2:31][C:32]([F:35])([F:34])[F:33])[C:10]3[C:15](=[N:16][CH:17]=[C:8]([C:5]4[CH:6]=[CH:7][C:2]([F:1])=[CH:3][CH:4]=4)[N:9]=3)[N:14]=2)=[CH:21][CH:22]=1, predict the reactants needed to synthesize it. The reactants are: [F:1][C:2]1[CH:7]=[CH:6][C:5]([C:8]2[N:9]=[C:10]3[C:15](=[N:16][CH:17]=2)[N:14]=[C:13]([NH:18][CH2:19][C:20]2[CH:25]=[CH:24][C:23](S(N)(=O)=O)=[CH:22][CH:21]=2)[N:12]=[C:11]3[NH:30][CH2:31][C:32]([F:35])([F:34])[F:33])=[CH:4][CH:3]=1.[F:36]C1C=CC(CN)=CC=1. (2) Given the product [CH2:12]([C:2]1[CH:3]=[C:4]([CH:7]=[CH:8][C:9]=1[O:10][CH3:11])[C:5]#[N:6])[CH3:13], predict the reactants needed to synthesize it. The reactants are: Br[C:2]1[CH:3]=[C:4]([CH:7]=[CH:8][C:9]=1[O:10][CH3:11])[C:5]#[N:6].[CH2:12]([Sn](CC)(CC)CC)[CH3:13].[Cl-].[Li+]. (3) Given the product [CH2:1]([N:15]1[CH2:20][CH2:19][CH2:18][CH:17]([O:21][C:22]2[CH:23]=[C:24]3[C:29](=[CH:30][CH:31]=2)[C:28](=[O:32])[NH:27][CH:26]=[CH:25]3)[CH2:16]1)[CH3:2], predict the reactants needed to synthesize it. The reactants are: [C:1](O[BH-](OC(=O)C)OC(=O)C)(=O)[CH3:2].[Na+].[NH:15]1[CH2:20][CH2:19][CH2:18][CH:17]([O:21][C:22]2[CH:23]=[C:24]3[C:29](=[CH:30][CH:31]=2)[C:28](=[O:32])[NH:27][CH:26]=[CH:25]3)[CH2:16]1.C(O)(=O)C.C(=O)C. (4) The reactants are: N(C(OCC)=O)=NC(OCC)=O.C1(C)C=CC=CC=1.[CH3:20][N:21]([C@@H:29]([CH3:45])[C:30](=[O:44])[NH:31][C@H:32]1[CH2:38][O:37][C:36]2[CH:39]=[CH:40][CH:41]=[CH:42][C:35]=2[NH:34][C:33]1=[O:43])[C:22](=[O:28])[O:23][C:24]([CH3:27])([CH3:26])[CH3:25].[Cl:46][C:47]1[N:48]([C:58]2[CH:65]=[CH:64][CH:63]=[CH:62][C:59]=2[C:60]#[N:61])[C:49]2[C:54]([C:55]=1[CH2:56]O)=[CH:53][CH:52]=[CH:51][CH:50]=2.C1C=CC(P(C2C=CC=CC=2)C2C=CC=CC=2)=CC=1. Given the product [Cl:46][C:47]1[N:48]([C:58]2[CH:65]=[CH:64][CH:63]=[CH:62][C:59]=2[C:60]#[N:61])[C:49]2[C:54]([C:55]=1[CH2:56][N:34]1[C:33](=[O:43])[C@@H:32]([NH:31][C:30](=[O:44])[C@@H:29]([N:21]([CH3:20])[C:22](=[O:28])[O:23][C:24]([CH3:27])([CH3:25])[CH3:26])[CH3:45])[CH2:38][O:37][C:36]3[CH:39]=[CH:40][CH:41]=[CH:42][C:35]1=3)=[CH:53][CH:52]=[CH:51][CH:50]=2, predict the reactants needed to synthesize it. (5) Given the product [CH3:40][C:16]([N:32]([C@@H:27]1[CH2:28][CH2:29][CH2:30][CH2:31][C@H:26]1[NH:25][C:20]1[C:19]([F:18])=[CH:24][CH:23]=[CH:22][N:21]=1)[C:33](=[O:39])[O-:34])([CH3:15])[CH3:11].[CH4:4], predict the reactants needed to synthesize it. The reactants are: Cl.Cl.F[C:4]1[C:4](N[C@@H:11]2[CH2:16][CH2:15][CH2:15][CH2:16][C@H:11]2N)=NC=CC=1.[F:18][C:19]1[C:20]([NH:25][C@@H:26]2[CH2:31][CH2:30][CH2:29][CH2:28][C@H:27]2[NH:32][C:33](=[O:39])[O:34]C(C)(C)C)=[N:21][CH:22]=[CH:23][CH:24]=1.[CH4:40].Cl.